Dataset: Reaction yield outcomes from USPTO patents with 853,638 reactions. Task: Predict the reaction yield, written as a fraction of the theoretical maximum amount of product (1.0 means a 100% yield; for example, 0.34 means a 34% yield). (1) The reactants are [Cl:1][C:2]1[CH:3]=[C:4]([NH:9][NH2:10])[CH:5]=[CH:6][C:7]=1[F:8].[I:11][C:12]1[CH:17]=[CH:16][C:15]([N:18]2[CH2:23][CH2:22][CH:21]([C:24](=O)[C:25]([F:28])([F:27])[F:26])[C:20](=O)[C:19]2=[O:31])=[CH:14][CH:13]=1.C(O)C.Cl. The catalyst is C(OC(=O)C)C. The product is [Cl:1][C:2]1[CH:3]=[C:4]([N:9]2[C:20]3[C:19](=[O:31])[N:18]([C:15]4[CH:16]=[CH:17][C:12]([I:11])=[CH:13][CH:14]=4)[CH2:23][CH2:22][C:21]=3[C:24]([C:25]([F:28])([F:26])[F:27])=[N:10]2)[CH:5]=[CH:6][C:7]=1[F:8]. The yield is 0.750. (2) The reactants are [N+:1]([C:4]1[CH:8]=[C:7]([C:9](O)=[O:10])[NH:6][N:5]=1)([O-:3])=[O:2]. The catalyst is C1COCC1. The product is [N+:1]([C:4]1[CH:8]=[C:7]([CH2:9][OH:10])[NH:6][N:5]=1)([O-:3])=[O:2]. The yield is 0.680. (3) The reactants are FC(F)(F)S([O:6][S:7]([C:10]([F:13])([F:12])[F:11])(=[O:9])=[O:8])(=O)=O.N1C(C)=CC=CC=1C.[F:24][C:25]([CH3:29])([CH3:28])[CH2:26]O. The catalyst is C(Cl)Cl. The product is [F:13][C:10]([F:11])([F:12])[S:7]([O:6][CH2:26][C:25]([F:24])([CH3:29])[CH3:28])(=[O:8])=[O:9]. The yield is 0.850. (4) The reactants are [F:1][C:2]([F:15])([F:14])[C:3]1[CH:8]=[CH:7][CH:6]=[CH:5][C:4]=1[CH:9]1[CH2:12][CH2:11][CH:10]1[NH2:13].C(N(CC)CC)C.[Cl:23][C:24]1[CH:32]=[CH:31][CH:30]=[CH:29][C:25]=1[C:26](O)=[O:27].CN(C(ON1N=NC2C=CC=NC1=2)=[N+](C)C)C.F[P-](F)(F)(F)(F)F. The catalyst is C(Cl)Cl. The product is [Cl:23][C:24]1[CH:32]=[CH:31][CH:30]=[CH:29][C:25]=1[C:26]([NH:13][C@@H:10]1[CH2:11][CH2:12][C@@H:9]1[C:4]1[CH:5]=[CH:6][CH:7]=[CH:8][C:3]=1[C:2]([F:14])([F:15])[F:1])=[O:27]. The yield is 0.305. (5) The reactants are [H-].[Na+].[C:3]([O:7][CH2:8][C:9]([CH2:15][O:16][CH3:17])([CH:12]([CH3:14])[CH3:13])[CH2:10][OH:11])([CH3:6])([CH3:5])[CH3:4].[CH3:18]I. The catalyst is C1COCC1. The product is [C:3]([O:7][CH2:8][C:9]([CH2:10][O:11][CH3:18])([CH2:15][O:16][CH3:17])[CH:12]([CH3:13])[CH3:14])([CH3:4])([CH3:5])[CH3:6]. The yield is 0.450. (6) The reactants are Cl[C:2]1[C:11]([C:12]([OH:14])=[O:13])=[CH:10][C:9]2[C:4](=[CH:5][C:6]([Cl:15])=[CH:7][CH:8]=2)[N:3]=1.[N-:16]=[N+:17]=[N-:18].[Na+].CN(C=O)C. The catalyst is O.[Na+].[Cl-]. The product is [Cl:15][C:6]1[CH:5]=[C:4]2[C:9]([CH:10]=[C:11]([C:12]([OH:14])=[O:13])[C:2]3[N:3]2[N:16]=[N:17][N:18]=3)=[CH:8][CH:7]=1. The yield is 0.410. (7) The reactants are [Cl:1][C:2]1[CH:3]=[C:4]([CH:19]=[CH:20][C:21]=1[C:22](O)=[O:23])[C:5]([NH:7][CH2:8][C:9]1[NH:13][C:12]2[CH:14]=[CH:15][C:16]([Cl:18])=[CH:17][C:11]=2[N:10]=1)=[O:6].CN(C(ON1N=NC2C=CC=CC1=2)=[N+](C)C)C.[B-](F)(F)(F)F.C(N(C(C)C)CC)(C)C.[NH:56]1[CH2:61][CH2:60][NH:59][CH2:58][C:57]1=[O:62].ClCl. The catalyst is CN(C=O)C. The product is [Cl:1][C:2]1[CH:3]=[C:4]([CH:19]=[CH:20][C:21]=1[C:22]([N:59]1[CH2:60][CH2:61][NH:56][C:57](=[O:62])[CH2:58]1)=[O:23])[C:5]([NH:7][CH2:8][C:9]1[NH:13][C:12]2[CH:14]=[CH:15][C:16]([Cl:18])=[CH:17][C:11]=2[N:10]=1)=[O:6]. The yield is 0.440. (8) The reactants are Cl.[CH3:2][C:3]1[O:4][C:5]2[C:14]3[CH:13]([CH2:15][CH2:16][NH2:17])[CH2:12][CH2:11][C:10]=3[CH:9]=[CH:8][C:6]=2[N:7]=1.C(N(CC)CC)C.[C:25](Cl)(=[O:32])[C:26]1[CH:31]=[CH:30][CH:29]=[CH:28][CH:27]=1.C(=O)([O-])O.[Na+]. The catalyst is O1CCCC1. The product is [CH3:2][C:3]1[O:4][C:5]2[C:14]3[CH:13]([CH2:15][CH2:16][NH:17][C:25](=[O:32])[C:26]4[CH:31]=[CH:30][CH:29]=[CH:28][CH:27]=4)[CH2:12][CH2:11][C:10]=3[CH:9]=[CH:8][C:6]=2[N:7]=1. The yield is 0.440. (9) The reactants are [Cl:1][CH2:2][CH2:3][CH2:4][C:5]([C:7]1[CH:12]=[CH:11][C:10]([CH:13]([CH3:15])[CH3:14])=[CH:9][CH:8]=1)=[O:6].[Br:16]([O-])(=O)=O.[Na+].[Br-].[Na+]. The catalyst is C(Cl)Cl.O.S(S([O-])(=O)=O)([O-])(=O)=O.[Na+].[Na+]. The product is [Br:16][C:13]([C:10]1[CH:9]=[CH:8][C:7]([C:5](=[O:6])[CH2:4][CH2:3][CH2:2][Cl:1])=[CH:12][CH:11]=1)([CH3:15])[CH3:14]. The yield is 0.990. (10) The reactants are Cl[S:2]([C:5]1[CH:6]=[C:7]2[C:11](=[CH:12][CH:13]=1)[NH:10][C:9](=[O:14])[CH2:8]2)(=[O:4])=[O:3].[CH3:15][NH:16][CH3:17]. The catalyst is CO. The product is [CH3:15][N:16]([CH3:17])[S:2]([C:5]1[CH:6]=[C:7]2[C:11](=[CH:12][CH:13]=1)[NH:10][C:9](=[O:14])[CH2:8]2)(=[O:4])=[O:3]. The yield is 0.790.